From a dataset of Forward reaction prediction with 1.9M reactions from USPTO patents (1976-2016). Predict the product of the given reaction. (1) The product is: [Cl:1][C:2]1[CH:7]=[C:6]([Cl:8])[N:5]=[C:4]([CH:13]2[CH2:15][CH2:14]2)[N:3]=1. Given the reactants [Cl:1][C:2]1[CH:7]=[C:6]([Cl:8])[N:5]=[C:4](S(C)(=O)=O)[N:3]=1.[CH:13]1([Mg]Br)[CH2:15][CH2:14]1.C(=O)([O-])[O-].[K+].[K+], predict the reaction product. (2) Given the reactants Br[C:2]1[S:6][C:5]([NH:7][C:8]([NH:10][C:11]2[CH:16]=[CH:15][C:14]([CH3:17])=[CH:13][C:12]=2[C:18]([CH:20]2[CH2:24][CH2:23][CH2:22][CH2:21]2)=[O:19])=[O:9])=[N:4][CH:3]=1.[SH:25][CH2:26][CH2:27][NH:28][C:29](=[O:31])[CH3:30], predict the reaction product. The product is: [CH:20]1([C:18]([C:12]2[CH:13]=[C:14]([CH3:17])[CH:15]=[CH:16][C:11]=2[NH:10][C:8](=[O:9])[NH:7][C:5]2[S:6][C:2]([S:25][CH2:26][CH2:27][NH:28][C:29](=[O:31])[CH3:30])=[CH:3][N:4]=2)=[O:19])[CH2:24][CH2:23][CH2:22][CH2:21]1. (3) The product is: [CH3:35][C:25]1[CH:30]=[CH:29][C:28]([S:31]([N:12]2[CH2:13][C:14](=[O:15])[N:11]2[CH:2]2[CH:3]3[CH2:4][CH:5]4[CH2:6][CH:7]([CH2:8][CH:1]2[CH2:10]4)[CH2:9]3)(=[O:33])=[O:32])=[CH:27][CH:26]=1. Given the reactants [CH:1]12[CH2:10][CH:5]3[CH2:6][CH:7]([CH2:9][CH:3]([CH2:4]3)[CH:2]1[N:11]1[C:14](=[O:15])[CH2:13][NH:12]1)[CH2:8]2.C(N(C(C)C)CC)(C)C.[C:25]1([CH3:35])[CH:30]=[CH:29][C:28]([S:31](Cl)(=[O:33])=[O:32])=[CH:27][CH:26]=1.O, predict the reaction product.